Regression. Given two drug SMILES strings and cell line genomic features, predict the synergy score measuring deviation from expected non-interaction effect. From a dataset of NCI-60 drug combinations with 297,098 pairs across 59 cell lines. Drug 1: CC12CCC3C(C1CCC2=O)CC(=C)C4=CC(=O)C=CC34C. Drug 2: C1=NC2=C(N1)C(=S)N=C(N2)N. Cell line: MDA-MB-231. Synergy scores: CSS=72.6, Synergy_ZIP=-4.19, Synergy_Bliss=-0.220, Synergy_Loewe=1.96, Synergy_HSA=2.10.